Dataset: Reaction yield outcomes from USPTO patents with 853,638 reactions. Task: Predict the reaction yield, written as a fraction of the theoretical maximum amount of product (1.0 means a 100% yield; for example, 0.34 means a 34% yield). (1) The reactants are [NH2:1][C:2]1[CH:3]=[N:4][CH:5]=[CH:6][C:7]=1[CH:8]=O.[NH2:10][CH2:11][CH2:12][N:13]1[CH2:17][CH2:16][NH:15][C:14]1=[O:18].CC(O)=O.[BH-](OC(C)=O)(OC(C)=O)OC(C)=O.[Na+].C([O-])([O-])=O.[Na+].[Na+].[C:43]([O:47][C:48](O[C:48]([O:47][C:43]([CH3:46])([CH3:45])[CH3:44])=[O:49])=[O:49])([CH3:46])([CH3:45])[CH3:44]. The catalyst is C(Cl)Cl.O. The product is [NH2:1][C:2]1[CH:3]=[N:4][CH:5]=[CH:6][C:7]=1[CH2:8][N:10]([CH2:11][CH2:12][N:13]1[CH2:17][CH2:16][NH:15][C:14]1=[O:18])[C:48](=[O:49])[O:47][C:43]([CH3:46])([CH3:45])[CH3:44]. The yield is 0.230. (2) The reactants are [NH2:1][C:2]1[C:12]([F:13])=[CH:11][C:10]([Br:14])=[CH:9][C:3]=1[C:4]([NH:6][CH2:7][CH3:8])=[O:5].C1(C)C=CC=CC=1.[C:22](Cl)(Cl)=[O:23]. The catalyst is C1COCC1. The product is [Br:14][C:10]1[CH:9]=[C:3]2[C:2](=[C:12]([F:13])[CH:11]=1)[NH:1][C:22](=[O:23])[N:6]([CH2:7][CH3:8])[C:4]2=[O:5]. The yield is 0.720.